Dataset: Full USPTO retrosynthesis dataset with 1.9M reactions from patents (1976-2016). Task: Predict the reactants needed to synthesize the given product. (1) Given the product [Cl:24][C:25]1[CH:32]=[CH:31][C:28]([CH2:29][NH:30][C:8]([C:6]2[C:5](=[O:13])[C:4]3[N:14]=[C:15]([CH2:17][N:18]4[CH2:19][CH2:20][O:21][CH2:22][CH2:23]4)[S:16][C:3]=3[N:2]([CH3:1])[CH:7]=2)=[O:9])=[CH:27][CH:26]=1, predict the reactants needed to synthesize it. The reactants are: [CH3:1][N:2]1[CH:7]=[C:6]([C:8](OCC)=[O:9])[C:5](=[O:13])[C:4]2[N:14]=[C:15]([CH2:17][N:18]3[CH2:23][CH2:22][O:21][CH2:20][CH2:19]3)[S:16][C:3]1=2.[Cl:24][C:25]1[CH:32]=[CH:31][C:28]([CH2:29][NH2:30])=[CH:27][CH:26]=1. (2) The reactants are: [C:1]1([NH:7][CH2:8][C:9]([OH:11])=[O:10])[CH:6]=[CH:5][CH:4]=[CH:3][CH:2]=1.[CH3:12]O. Given the product [CH3:12][O:10][C:9](=[O:11])[CH2:8][NH:7][C:1]1[CH:6]=[CH:5][CH:4]=[CH:3][CH:2]=1, predict the reactants needed to synthesize it. (3) Given the product [Cl:1][C:2]1[CH:3]=[C:4]([CH2:8][CH:9]=[O:10])[CH:5]=[CH:6][CH:7]=1, predict the reactants needed to synthesize it. The reactants are: [Cl:1][C:2]1[CH:3]=[C:4]([CH2:8][CH2:9][OH:10])[CH:5]=[CH:6][CH:7]=1.CC(OI1(OC(C)=O)(OC(C)=O)OC(=O)C2C=CC=CC1=2)=O.C([O-])(O)=O.[Na+].[O-]S([O-])(=S)=O.[Na+].[Na+]. (4) Given the product [CH3:36][CH:35]([CH3:37])[CH2:34][CH2:33][CH2:32][O:28][C:25]1[CH:24]=[CH:23][C:22]([O:21][CH:14]([C:11]2[CH:12]=[CH:13][C:8]([C:7]([NH:6][CH2:5][CH2:4][C:3]([OH:2])=[O:30])=[O:29])=[CH:9][CH:10]=2)[CH2:15][CH2:16][CH2:17][CH2:18][CH2:19][CH3:20])=[CH:27][CH:26]=1, predict the reactants needed to synthesize it. The reactants are: C[O:2][C:3](=[O:30])[CH2:4][CH2:5][NH:6][C:7](=[O:29])[C:8]1[CH:13]=[CH:12][C:11]([CH:14]([O:21][C:22]2[CH:27]=[CH:26][C:25]([OH:28])=[CH:24][CH:23]=2)[CH2:15][CH2:16][CH2:17][CH2:18][CH2:19][CH3:20])=[CH:10][CH:9]=1.Br[CH2:32][CH2:33][CH2:34][CH:35]([CH3:37])[CH3:36].